This data is from M1 muscarinic receptor agonist screen with 61,833 compounds. The task is: Binary Classification. Given a drug SMILES string, predict its activity (active/inactive) in a high-throughput screening assay against a specified biological target. (1) The molecule is S(=O)(=O)(N1CCCCC1)c1sc(cc1)CC(OCC(=O)Nc1cc2OCOc2cc1)=O. The result is 0 (inactive). (2) The molecule is Clc1cc(OC(F)F)c(C=2N=c3n([nH]cn3)C(c3ccc(N(C)C)cc3)C2)cc1. The result is 1 (active). (3) The result is 0 (inactive). The drug is S(c1[nH]c(=O)c(cc1C#N)C(O)=O)C. (4) The drug is Fc1ccc(N2CCN(C(=O)C3N(C(=O)CC3)Cc3cccnc3)CC2)cc1. The result is 0 (inactive). (5) The drug is Clc1ccc(n2[nH]cc3c2nc(SCC(=O)N2CCCc4c2cccc4)nc3=O)cc1. The result is 0 (inactive).